From a dataset of Reaction yield outcomes from USPTO patents with 853,638 reactions. Predict the reaction yield, written as a fraction of the theoretical maximum amount of product (1.0 means a 100% yield; for example, 0.34 means a 34% yield). (1) The product is [CH2:49]([C@@H:52]1[C@@H:56](/[CH:19]=[CH:18]/[C@@H:5]([O:4][Si:3]([CH2:35][CH3:36])([CH2:1][CH3:2])[CH2:33][CH3:34])[CH2:6][O:7][C:8]2[CH:13]=[CH:12][CH:11]=[C:10]([C:14]([F:17])([F:16])[F:15])[CH:9]=2)[C@H:55]([O:57][Si:58]([C:61]([CH3:64])([CH3:63])[CH3:62])([CH3:59])[CH3:60])[CH2:54][C:53]1=[O:65])[CH:50]=[CH2:51]. The catalyst is O1CCCC1. The reactants are [CH2:1]([Si:3]([CH2:35][CH3:36])([CH2:33][CH3:34])[O:4][C@H:5](/[CH:18]=[CH:19]/[Sn](CCCC)(CCCC)CCCC)[CH2:6][O:7][C:8]1[CH:13]=[CH:12][CH:11]=[C:10]([C:14]([F:17])([F:16])[F:15])[CH:9]=1)[CH3:2].C([Li])CCC.[Cu](C#N)C#N.C[Li].[CH2:49]([C:52]1[C:53](=[O:65])[CH2:54][C@@H:55]([O:57][Si:58]([C:61]([CH3:64])([CH3:63])[CH3:62])([CH3:60])[CH3:59])[CH:56]=1)[CH:50]=[CH2:51].[NH4+].[Cl-].[NH4+].[OH-]. The yield is 0.377. (2) The reactants are [F:1][C:2]([F:8])([F:7])[CH2:3][C@H:4]1[CH2:6][O:5]1.[N-:9]=[N+:10]=[N-:11].[Na+].[NH4+].[Cl-]. The catalyst is CCO.O. The product is [N:9]([CH2:6][C@@H:4]([OH:5])[CH2:3][C:2]([F:8])([F:7])[F:1])=[N+:10]=[N-:11]. The yield is 0.830. (3) The reactants are [OH-].[K+].[C:3]([C:6]1[N:11]=[C:10]([C:12]2[CH:17]=[CH:16][C:15]([C:18]3[C:23]([F:24])=[CH:22][C:21]([CH2:25][C:26]([O:28]C)=[O:27])=[CH:20][C:19]=3[F:30])=[CH:14][CH:13]=2)[C:9]([CH3:31])=[N:8][C:7]=1[CH3:32])(=[O:5])[NH2:4].Cl. The catalyst is C(O)(C)(C)C. The product is [C:3]([C:6]1[N:11]=[C:10]([C:12]2[CH:13]=[CH:14][C:15]([C:18]3[C:23]([F:24])=[CH:22][C:21]([CH2:25][C:26]([OH:28])=[O:27])=[CH:20][C:19]=3[F:30])=[CH:16][CH:17]=2)[C:9]([CH3:31])=[N:8][C:7]=1[CH3:32])(=[O:5])[NH2:4]. The yield is 0.560. (4) The catalyst is C(Cl)Cl. The yield is 0.440. The product is [C:1]([C:3](=[CH:7][C:8]1[CH:13]=[CH:12][CH:11]=[CH:10][C:9]=1[F:14])[C:4]([O:6][N:16]1[C:20](=[O:21])[CH2:19][CH2:18][C:17]1=[O:22])=[O:5])#[N:2]. The reactants are [C:1]([C:3](=[CH:7][C:8]1[CH:13]=[CH:12][CH:11]=[CH:10][C:9]=1[F:14])[C:4]([OH:6])=[O:5])#[N:2].O[N:16]1[C:20](=[O:21])[CH2:19][CH2:18][C:17]1=[O:22].CCN=C=NCCCN(C)C.Cl. (5) The reactants are [CH:1]1([CH:6]([C:26]2[CH:31]=[CH:30][CH:29]=[CH:28][N:27]=2)[C:7]([NH:9][C:10]2[CH:11]=[C:12]3[C:16](=[CH:17][CH:18]=2)[N:15](C2CCCCO2)[N:14]=[C:13]3[I:25])=[O:8])[CH2:5][CH2:4][CH2:3][CH2:2]1.CC1C=CC(S(O)(=O)=O)=CC=1.O. The catalyst is CO. The product is [CH:1]1([CH:6]([C:26]2[CH:31]=[CH:30][CH:29]=[CH:28][N:27]=2)[C:7]([NH:9][C:10]2[CH:11]=[C:12]3[C:16](=[CH:17][CH:18]=2)[NH:15][N:14]=[C:13]3[I:25])=[O:8])[CH2:5][CH2:4][CH2:3][CH2:2]1. The yield is 0.690. (6) The reactants are Br[C:2]1[CH:7]=[CH:6][CH:5]=[CH:4][CH:3]=1.[Li]CCCC.[CH3:13][C:14]1[CH:32]=[C:31]([O:33][Si:34]([CH:41]([CH3:43])[CH3:42])([CH:38]([CH3:40])[CH3:39])[CH:35]([CH3:37])[CH3:36])[CH:30]=[C:29]([CH3:44])[C:15]=1[CH2:16][C:17]1[CH:18]=[CH:19][C:20]([O:25][CH2:26][O:27][CH3:28])=[C:21]([CH:24]=1)[CH:22]=[O:23]. The yield is 0.996. The catalyst is C1COCC1. The product is [CH3:44][C:29]1[CH:30]=[C:31]([O:33][Si:34]([CH:41]([CH3:43])[CH3:42])([CH:35]([CH3:37])[CH3:36])[CH:38]([CH3:40])[CH3:39])[CH:32]=[C:14]([CH3:13])[C:15]=1[CH2:16][C:17]1[CH:18]=[CH:19][C:20]([O:25][CH2:26][O:27][CH3:28])=[C:21]([CH:22]([C:2]2[CH:7]=[CH:6][CH:5]=[CH:4][CH:3]=2)[OH:23])[CH:24]=1.